From a dataset of Reaction yield outcomes from USPTO patents with 853,638 reactions. Predict the reaction yield, written as a fraction of the theoretical maximum amount of product (1.0 means a 100% yield; for example, 0.34 means a 34% yield). The reactants are C(OCCS(C1C=CC(C([C:20]2[NH:29][C:23]3=[N:24][CH:25]=[C:26](F)[CH:27]=[C:22]3[CH:21]=2)=CC(C)C)=CC=1)(=O)=O)C. The catalyst is [Pd].CO. The product is [NH:29]1[C:23]2=[N:24][CH:25]=[CH:26][CH:27]=[C:22]2[CH:21]=[CH:20]1. The yield is 0.930.